Dataset: Full USPTO retrosynthesis dataset with 1.9M reactions from patents (1976-2016). Task: Predict the reactants needed to synthesize the given product. (1) The reactants are: C(OC(=O)NCCCC[C:15]1[CH:20]=[CH:19][C:18]([O:21][CH2:22][CH2:23][CH2:24][C:25]#[N:26])=[CH:17][CH:16]=1)C1C=CC=CC=1.CO[CH:30](OC)[CH2:31][NH2:32]. Given the product [NH:32]1[CH:31]=[CH:30][N:26]=[C:25]1[CH2:24][CH2:23][CH2:22][O:21][C:18]1[CH:17]=[CH:16][CH:15]=[CH:20][C:19]=1[CH2:22][CH2:23][CH2:24][CH2:25][NH2:26], predict the reactants needed to synthesize it. (2) The reactants are: [NH2:1][C:2]1[CH:10]=[CH:9][C:5]([C:6]([OH:8])=[O:7])=[CH:4][N:3]=1.[CH3:11][CH2:12]O. Given the product [CH2:11]([O:7][C:6](=[O:8])[C:5]1[CH:9]=[CH:10][C:2]([NH2:1])=[N:3][CH:4]=1)[CH3:12], predict the reactants needed to synthesize it. (3) Given the product [ClH:1].[NH2:8][CH2:9][CH2:10][NH:11][S:12]([C:15]1[CH:20]=[C:19]([S:21]([C:24]2[CH:29]=[CH:28][CH:27]=[CH:26][CH:25]=2)(=[O:22])=[O:23])[CH:18]=[CH:17][C:16]=1[C:30]([F:32])([F:33])[F:31])(=[O:13])=[O:14], predict the reactants needed to synthesize it. The reactants are: [ClH:1].C(OC(=O)[NH:8][CH2:9][CH2:10][NH:11][S:12]([C:15]1[CH:20]=[C:19]([S:21]([C:24]2[CH:29]=[CH:28][CH:27]=[CH:26][CH:25]=2)(=[O:23])=[O:22])[CH:18]=[CH:17][C:16]=1[C:30]([F:33])([F:32])[F:31])(=[O:14])=[O:13])(C)(C)C. (4) Given the product [CH2:1]([C:5]1[O:6][C:7]2[CH:16]=[CH:15][CH:14]=[CH:13][C:8]=2[C:9]=1[C:10]([NH:18][C:19]1[CH:20]=[CH:21][C:22]([C:25]2[CH:30]=[CH:29][C:28]([OH:31])=[CH:27][CH:26]=2)=[CH:23][CH:24]=1)=[O:11])[CH2:2][CH2:3][CH3:4], predict the reactants needed to synthesize it. The reactants are: [CH2:1]([C:5]1[O:6][C:7]2[CH:16]=[CH:15][CH:14]=[CH:13][C:8]=2[C:9]=1[C:10](Cl)=[O:11])[CH2:2][CH2:3][CH3:4].Br.[NH2:18][C:19]1[CH:24]=[CH:23][C:22]([C:25]2[CH:30]=[CH:29][C:28]([OH:31])=[CH:27][CH:26]=2)=[CH:21][CH:20]=1.C(N(CC)CC)C. (5) Given the product [OH:7][CH2:6][C:5]1[CH:8]=[CH:9][C:2]([C:28](=[O:14])[CH3:18])=[C:3]([N+:10]([O-:12])=[O:11])[CH:4]=1, predict the reactants needed to synthesize it. The reactants are: F[C:2]1[CH:9]=[CH:8][C:5]([CH2:6][OH:7])=[CH:4][C:3]=1[N+:10]([O-:12])=[O:11].[N+](CC)([O-])=[O:14].[CH2:18]1[CH2:28]CN2C(=NCCC2)CC1. (6) Given the product [CH2:1]([N:8]1[CH2:9][CH2:10][C:11]2([O:15][CH2:14][C:13]([N:16]([CH2:17][C:18]3[C:23]([C:24]([F:25])([F:26])[F:27])=[CH:22][CH:21]=[CH:20][C:19]=3[F:28])[C:38]([NH2:37])=[O:39])=[C:12]2[C:29]([O:31][CH2:32][CH3:33])=[O:30])[CH2:34][CH2:35]1)[C:2]1[CH:3]=[CH:4][CH:5]=[CH:6][CH:7]=1, predict the reactants needed to synthesize it. The reactants are: [CH2:1]([N:8]1[CH2:35][CH2:34][C:11]2([O:15][CH2:14][C:13]([NH:16][CH2:17][C:18]3[C:23]([C:24]([F:27])([F:26])[F:25])=[CH:22][CH:21]=[CH:20][C:19]=3[F:28])=[C:12]2[C:29]([O:31][CH2:32][CH3:33])=[O:30])[CH2:10][CH2:9]1)[C:2]1[CH:7]=[CH:6][CH:5]=[CH:4][CH:3]=1.C(=O)=[N:37][C:38](Cl)=[O:39].C(=O)(O)[O-].[Na+]. (7) Given the product [F:45][C:43]([F:44])([F:46])[C:41]1[CH:40]=[C:5]([CH:4]=[C:3]([C:2]([F:48])([F:47])[F:1])[CH:42]=1)[CH2:6][N:7]([CH2:21][C:22]1[C:23]([N:32]([CH2:36][CH:37]2[CH2:39][CH2:38]2)[CH2:33][CH2:34][CH3:35])=[N:24][C:25]2[C:30]([CH:31]=1)=[CH:29][CH:28]=[CH:27][CH:26]=2)[C:8]1[N:9]=[N:10][N:11]([CH2:13][C:14]([CH3:19])([CH3:20])[C:15]([OH:17])=[O:16])[N:12]=1, predict the reactants needed to synthesize it. The reactants are: [F:1][C:2]([F:48])([F:47])[C:3]1[CH:4]=[C:5]([CH:40]=[C:41]([C:43]([F:46])([F:45])[F:44])[CH:42]=1)[CH2:6][N:7]([CH2:21][C:22]1[C:23]([N:32]([CH2:36][CH:37]2[CH2:39][CH2:38]2)[CH2:33][CH2:34][CH3:35])=[N:24][C:25]2[C:30]([CH:31]=1)=[CH:29][CH:28]=[CH:27][CH:26]=2)[C:8]1[N:9]=[N:10][N:11]([CH2:13][C:14]([CH3:20])([CH3:19])[C:15]([O:17]C)=[O:16])[N:12]=1.O.[OH-].[Li+]. (8) Given the product [CH2:13]([C:15]1[CH:16]=[C:17]([NH:21][C:22]([N:5]2[CH2:6][CH2:7][C:2](=[O:1])[CH:3]([C:8]([O:10][CH2:11][CH3:12])=[O:9])[CH2:4]2)=[O:23])[CH:18]=[CH:19][CH:20]=1)[CH3:14], predict the reactants needed to synthesize it. The reactants are: [O:1]=[C:2]1[CH2:7][CH2:6][NH:5][CH2:4][CH:3]1[C:8]([O:10][CH2:11][CH3:12])=[O:9].[CH2:13]([C:15]1[CH:16]=[C:17]([N:21]=[C:22]=[O:23])[CH:18]=[CH:19][CH:20]=1)[CH3:14]. (9) Given the product [Cl:1][C:2]1[CH:22]=[C:21]([Cl:23])[CH:20]=[CH:19][C:3]=1[CH2:4][N:5]1[C:9]([CH2:10][CH2:11][C:12]([NH:32][S:29]([CH2:24][CH2:25][CH2:26][CH2:27][CH3:28])(=[O:31])=[O:30])=[O:14])=[CH:8][C:7]([O:15][CH:16]([CH3:18])[CH3:17])=[N:6]1, predict the reactants needed to synthesize it. The reactants are: [Cl:1][C:2]1[CH:22]=[C:21]([Cl:23])[CH:20]=[CH:19][C:3]=1[CH2:4][N:5]1[C:9]([CH2:10][CH2:11][C:12]([OH:14])=O)=[CH:8][C:7]([O:15][CH:16]([CH3:18])[CH3:17])=[N:6]1.[CH2:24]([S:29]([NH2:32])(=[O:31])=[O:30])[CH2:25][CH2:26][CH2:27][CH3:28].N12CCCN=C1CCCCC2. (10) The reactants are: C([O:3][C:4](=[O:32])[CH2:5][S:6][C:7]1[N:8]([CH3:31])[C:9]2[C:14]([N:15]=1)=[CH:13][N:12]=[C:11]([N:16]1[CH2:21][CH2:20][CH:19]([O:22][C:23]3[CH:28]=[C:27]([F:29])[CH:26]=[CH:25][C:24]=3[Br:30])[CH2:18][CH2:17]1)[N:10]=2)C.[OH-].[Na+]. Given the product [Br:30][C:24]1[CH:25]=[CH:26][C:27]([F:29])=[CH:28][C:23]=1[O:22][CH:19]1[CH2:20][CH2:21][N:16]([C:11]2[N:10]=[C:9]3[C:14]([N:15]=[C:7]([S:6][CH2:5][C:4]([OH:32])=[O:3])[N:8]3[CH3:31])=[CH:13][N:12]=2)[CH2:17][CH2:18]1, predict the reactants needed to synthesize it.